This data is from NCI-60 drug combinations with 297,098 pairs across 59 cell lines. The task is: Regression. Given two drug SMILES strings and cell line genomic features, predict the synergy score measuring deviation from expected non-interaction effect. (1) Drug 1: C1=NC(=NC(=O)N1C2C(C(C(O2)CO)O)O)N. Drug 2: CN(CCCl)CCCl.Cl. Cell line: SK-MEL-2. Synergy scores: CSS=29.9, Synergy_ZIP=-4.01, Synergy_Bliss=4.77, Synergy_Loewe=-5.28, Synergy_HSA=1.13. (2) Drug 1: CN(C)C1=NC(=NC(=N1)N(C)C)N(C)C. Drug 2: C1CN1P(=S)(N2CC2)N3CC3. Cell line: KM12. Synergy scores: CSS=19.0, Synergy_ZIP=-5.60, Synergy_Bliss=0.381, Synergy_Loewe=4.45, Synergy_HSA=4.61. (3) Drug 1: CC1CCC2CC(C(=CC=CC=CC(CC(C(=O)C(C(C(=CC(C(=O)CC(OC(=O)C3CCCCN3C(=O)C(=O)C1(O2)O)C(C)CC4CCC(C(C4)OC)O)C)C)O)OC)C)C)C)OC. Drug 2: C1CN1C2=NC(=NC(=N2)N3CC3)N4CC4. Cell line: EKVX. Synergy scores: CSS=9.90, Synergy_ZIP=-4.49, Synergy_Bliss=-0.251, Synergy_Loewe=0.528, Synergy_HSA=1.43. (4) Drug 1: CC1=C2C(C(=O)C3(C(CC4C(C3C(C(C2(C)C)(CC1OC(=O)C(C(C5=CC=CC=C5)NC(=O)OC(C)(C)C)O)O)OC(=O)C6=CC=CC=C6)(CO4)OC(=O)C)O)C)O. Drug 2: CC1CCCC2(C(O2)CC(NC(=O)CC(C(C(=O)C(C1O)C)(C)C)O)C(=CC3=CSC(=N3)C)C)C. Cell line: U251. Synergy scores: CSS=50.2, Synergy_ZIP=-3.05, Synergy_Bliss=-7.74, Synergy_Loewe=-3.95, Synergy_HSA=-1.81. (5) Drug 1: C1=C(C(=O)NC(=O)N1)N(CCCl)CCCl. Drug 2: C1C(C(OC1N2C=C(C(=O)NC2=O)F)CO)O. Cell line: HT29. Synergy scores: CSS=48.8, Synergy_ZIP=-6.91, Synergy_Bliss=-3.88, Synergy_Loewe=-9.03, Synergy_HSA=2.37.